From a dataset of Peptide-MHC class II binding affinity with 134,281 pairs from IEDB. Regression. Given a peptide amino acid sequence and an MHC pseudo amino acid sequence, predict their binding affinity value. This is MHC class II binding data. (1) The peptide sequence is INYPTAAAIAYGLDR. The MHC is HLA-DQA10401-DQB10402 with pseudo-sequence HLA-DQA10401-DQB10402. The binding affinity (normalized) is 0.469. (2) The peptide sequence is SPLLTEGFKLLSSLV. The MHC is DRB1_0802 with pseudo-sequence DRB1_0802. The binding affinity (normalized) is 0.286. (3) The peptide sequence is QDPNYVCKHTYVDRG. The binding affinity (normalized) is 0.300. The MHC is DRB1_0101 with pseudo-sequence DRB1_0101. (4) The peptide sequence is RVLDILVARRLLLKK. The MHC is DRB1_0901 with pseudo-sequence DRB1_0901. The binding affinity (normalized) is 0.868. (5) The peptide sequence is LKRMAVSGDDCVVRP. The MHC is HLA-DQA10501-DQB10302 with pseudo-sequence HLA-DQA10501-DQB10302. The binding affinity (normalized) is 0.299. (6) The peptide sequence is INRQILDNAAKYVEH. The MHC is DRB1_1101 with pseudo-sequence DRB1_1101. The binding affinity (normalized) is 0.0213. (7) The peptide sequence is VPLTVKMGALFEGRN. The MHC is DRB1_0101 with pseudo-sequence DRB1_0101. The binding affinity (normalized) is 0.352. (8) The peptide sequence is DKLTGPFTVRYTTEG. The MHC is DRB1_1201 with pseudo-sequence DRB1_1201. The binding affinity (normalized) is 0.0481.